Dataset: Catalyst prediction with 721,799 reactions and 888 catalyst types from USPTO. Task: Predict which catalyst facilitates the given reaction. Product: [Cl:1][C:2]1[CH:3]=[CH:4][C:5]([N:8]2[C:13](=[O:14])[C:12]3[CH:15]=[N:16][N:17]([C:18]4[CH:19]=[CH:20][C:21]([C:22]([N:39]5[CH2:40][CH2:41][N:36]([CH3:35])[CH2:37][CH2:38]5)=[O:24])=[CH:25][CH:26]=4)[C:11]=3[N:10]=[C:9]2[C:27]2[CH:32]=[CH:31][C:30]([Cl:33])=[CH:29][C:28]=2[Cl:34])=[CH:6][CH:7]=1. The catalyst class is: 309. Reactant: [Cl:1][C:2]1[CH:7]=[CH:6][C:5]([N:8]2[C:13](=[O:14])[C:12]3[CH:15]=[N:16][N:17]([C:18]4[CH:26]=[CH:25][C:21]([C:22]([OH:24])=O)=[CH:20][CH:19]=4)[C:11]=3[N:10]=[C:9]2[C:27]2[CH:32]=[CH:31][C:30]([Cl:33])=[CH:29][C:28]=2[Cl:34])=[CH:4][CH:3]=1.[CH3:35][N:36]1[CH2:41][CH2:40][NH:39][CH2:38][CH2:37]1.